Dataset: Forward reaction prediction with 1.9M reactions from USPTO patents (1976-2016). Task: Predict the product of the given reaction. (1) Given the reactants [Br:1][C:2]1[CH:6]=[C:5]([C:7](=[O:11])SCC)[N:4]([C:12]2[C:17]([Cl:18])=[CH:16][CH:15]=[CH:14][N:13]=2)[N:3]=1.[NH2:19][C:20]1[CH:33]=[CH:32][C:31]([Cl:34])=[CH:30][C:21]=1[C:22]([NH:24][CH:25]([CH:27]1[CH2:29][CH2:28]1)[CH3:26])=[O:23].S([O-])([O-])(=O)=O.[Na+].[Na+].CC(C)([O-])C.[K+], predict the reaction product. The product is: [Br:1][C:2]1[CH:6]=[C:5]([C:7]([NH:19][C:20]2[CH:33]=[CH:32][C:31]([Cl:34])=[CH:30][C:21]=2[C:22](=[O:23])[NH:24][CH:25]([CH:27]2[CH2:29][CH2:28]2)[CH3:26])=[O:11])[N:4]([C:12]2[C:17]([Cl:18])=[CH:16][CH:15]=[CH:14][N:13]=2)[N:3]=1. (2) Given the reactants Br[C:2]1[CH:7]=[CH:6][C:5]([O:8][CH3:9])=[C:4]([O:10][CH3:11])[CH:3]=1.C(O[Na])(C)(C)C.[CH3:18][CH:19]([CH3:23])[C:20](=[O:22])[CH3:21], predict the reaction product. The product is: [CH3:11][O:10][C:4]1[CH:3]=[C:2]([CH2:21][C:20](=[O:22])[CH:19]([CH3:23])[CH3:18])[CH:7]=[CH:6][C:5]=1[O:8][CH3:9]. (3) Given the reactants [Cl:1][C:2]1[CH:7]=[C:6]([C:8]#[C:9][C:10]2[N:11]=[C:12]([CH3:15])[NH:13][CH:14]=2)[CH:5]=[CH:4][N:3]=1.[F:16][C:17]1[CH:18]=[C:19](B(O)O)[CH:20]=[C:21]([F:23])[CH:22]=1, predict the reaction product. The product is: [Cl:1][C:2]1[CH:7]=[C:6]([C:8]#[C:9][C:10]2[N:11]=[C:12]([CH3:15])[N:13]([C:19]3[CH:18]=[C:17]([F:16])[CH:22]=[C:21]([F:23])[CH:20]=3)[CH:14]=2)[CH:5]=[CH:4][N:3]=1. (4) Given the reactants C[O:2][C:3]([C:5]1[C:6](=[O:22])[O:7][CH:8]([C:16]2[CH:21]=[CH:20][CH:19]=[CH:18][CH:17]=2)[C:9]=1[C:10]1[CH:15]=[CH:14][CH:13]=[CH:12][CH:11]=1)=O.[CH:23]([OH:26])([CH3:25])[CH3:24], predict the reaction product. The product is: [CH:23]([O:26][C:3]([C:5]1[C:6](=[O:22])[O:7][CH:8]([C:16]2[CH:21]=[CH:20][CH:19]=[CH:18][CH:17]=2)[C:9]=1[C:10]1[CH:15]=[CH:14][CH:13]=[CH:12][CH:11]=1)=[O:2])([CH3:25])[CH3:24]. (5) Given the reactants [F:1][C:2]1[CH:7]=[CH:6][CH:5]=[C:4]([F:8])[C:3]=1[N:9]1[C:14]2[N:15]=[C:16]([NH:27][CH2:28][CH2:29][NH2:30])[N:17]=[C:18]([C:19]3[CH:24]=[CH:23][C:22]([F:25])=[CH:21][C:20]=3[CH3:26])[C:13]=2[CH:12]=[CH:11][C:10]1=[O:31].[CH3:32][N:33]=[C:34]=[O:35], predict the reaction product. The product is: [F:1][C:2]1[CH:7]=[CH:6][CH:5]=[C:4]([F:8])[C:3]=1[N:9]1[C:14]2[N:15]=[C:16]([N:27]([CH2:28][CH2:29][NH2:30])[C:34]([NH:33][CH3:32])=[O:35])[N:17]=[C:18]([C:19]3[CH:24]=[CH:23][C:22]([F:25])=[CH:21][C:20]=3[CH3:26])[C:13]=2[CH:12]=[CH:11][C:10]1=[O:31].